Dataset: Reaction yield outcomes from USPTO patents with 853,638 reactions. Task: Predict the reaction yield, written as a fraction of the theoretical maximum amount of product (1.0 means a 100% yield; for example, 0.34 means a 34% yield). (1) The reactants are N[C:2]1[CH:3]=[C:4]([NH:17][C:18](=[O:20])[CH3:19])[CH:5]=[CH:6][C:7]=1[C:8]([CH3:16])([CH3:15])[CH2:9][O:10][CH2:11][CH2:12][O:13][CH3:14].N([O-])=[O:22].[Na+]. The catalyst is OS(O)(=O)=O. The product is [OH:22][C:2]1[CH:3]=[C:4]([NH:17][C:18](=[O:20])[CH3:19])[CH:5]=[CH:6][C:7]=1[C:8]([CH3:16])([CH3:15])[CH2:9][O:10][CH2:11][CH2:12][O:13][CH3:14]. The yield is 0.380. (2) The reactants are [Cl:1][C:2]1[CH:11]=[CH:10][C:5]([C:6]([NH:8][NH2:9])=[O:7])=[CH:4][N:3]=1.[C:12](Cl)(=[O:14])[CH3:13]. No catalyst specified. The product is [C:12]([NH:9][NH:8][C:6](=[O:7])[C:5]1[CH:10]=[CH:11][C:2]([Cl:1])=[N:3][CH:4]=1)(=[O:14])[CH3:13]. The yield is 0.640. (3) The yield is 0.810. The catalyst is CCO. The product is [CH:25]([C:22]1[CH:23]=[CH:24][C:19]([N:18]2[C:16](=[O:17])[C:15]3[C:14](=[CH:32][CH:31]=[CH:30][CH:29]=3)[N:13]=[C:6]2[C:5]2[CH:8]=[CH:9][C:2]([CH3:1])=[C:3]([N+:10]([O-:12])=[O:11])[CH:4]=2)=[CH:20][CH:21]=1)([CH2:27][CH3:28])[CH3:26]. The reactants are [CH3:1][C:2]1[CH:9]=[CH:8][C:5]([CH:6]=O)=[CH:4][C:3]=1[N+:10]([O-:12])=[O:11].[NH2:13][C:14]1[CH:32]=[CH:31][CH:30]=[CH:29][C:15]=1[C:16]([NH:18][C:19]1[CH:24]=[CH:23][C:22]([CH:25]([CH2:27][CH3:28])[CH3:26])=[CH:21][CH:20]=1)=[O:17]. (4) The reactants are Cl.Cl[CH2:3][C:4]([NH:6][C:7]1[CH:12]=[CH:11][CH:10]=[CH:9][N:8]=1)=O.[CH3:13][O:14][C:15]1[CH:33]=[CH:32][C:18]([CH2:19][N:20]2[CH:24]=[C:23]([C:25](=[S:27])[NH2:26])[C:22]([C:28]([F:31])([F:30])[F:29])=[N:21]2)=[CH:17][CH:16]=1. The catalyst is C(Cl)Cl. The product is [CH3:13][O:14][C:15]1[CH:16]=[CH:17][C:18]([CH2:19][N:20]2[CH:24]=[C:23]([C:25]3[S:27][CH:3]=[C:4]([NH:6][C:7]4[CH:12]=[CH:11][CH:10]=[CH:9][N:8]=4)[N:26]=3)[C:22]([C:28]([F:31])([F:29])[F:30])=[N:21]2)=[CH:32][CH:33]=1. The yield is 0.350. (5) The reactants are [Br:1][C:2]1[CH:7]=[CH:6][C:5]([CH2:8]O)=[C:4]([CH2:10][CH3:11])[CH:3]=1.P(Br)(Br)[Br:13]. The catalyst is C(Cl)(Cl)Cl. The product is [Br:1][C:2]1[CH:7]=[CH:6][C:5]([CH2:8][Br:13])=[C:4]([CH2:10][CH3:11])[CH:3]=1. The yield is 0.830. (6) The reactants are [C:1]([O:5][C:6]([N:8]1[C:17]2[C:12](=[CH:13][CH:14]=[C:15]([N+:18]([O-])=O)[CH:16]=2)[C:11]([CH3:22])([CH3:21])[CH2:10][CH2:9]1)=[O:7])([CH3:4])([CH3:3])[CH3:2]. The catalyst is CO.[Pd]. The product is [NH2:18][C:15]1[CH:16]=[C:17]2[C:12]([C:11]([CH3:22])([CH3:21])[CH2:10][CH2:9][N:8]2[C:6]([O:5][C:1]([CH3:4])([CH3:3])[CH3:2])=[O:7])=[CH:13][CH:14]=1. The yield is 0.950.